From a dataset of NCI-60 drug combinations with 297,098 pairs across 59 cell lines. Regression. Given two drug SMILES strings and cell line genomic features, predict the synergy score measuring deviation from expected non-interaction effect. (1) Drug 1: CC(CN1CC(=O)NC(=O)C1)N2CC(=O)NC(=O)C2. Drug 2: C1=CC=C(C(=C1)C(C2=CC=C(C=C2)Cl)C(Cl)Cl)Cl. Cell line: A498. Synergy scores: CSS=18.5, Synergy_ZIP=-5.39, Synergy_Bliss=-3.92, Synergy_Loewe=-5.30, Synergy_HSA=-2.59. (2) Drug 1: C1CN1P(=S)(N2CC2)N3CC3. Drug 2: CC1=C(C(CCC1)(C)C)C=CC(=CC=CC(=CC(=O)O)C)C. Cell line: HCT116. Synergy scores: CSS=31.5, Synergy_ZIP=-3.30, Synergy_Bliss=-5.14, Synergy_Loewe=-6.80, Synergy_HSA=-4.83. (3) Drug 2: COCCOC1=C(C=C2C(=C1)C(=NC=N2)NC3=CC=CC(=C3)C#C)OCCOC.Cl. Drug 1: CC1=C(C=C(C=C1)NC2=NC=CC(=N2)N(C)C3=CC4=NN(C(=C4C=C3)C)C)S(=O)(=O)N.Cl. Cell line: HCT-15. Synergy scores: CSS=6.31, Synergy_ZIP=1.14, Synergy_Bliss=7.56, Synergy_Loewe=3.77, Synergy_HSA=4.90. (4) Drug 1: CC1CCC2CC(C(=CC=CC=CC(CC(C(=O)C(C(C(=CC(C(=O)CC(OC(=O)C3CCCCN3C(=O)C(=O)C1(O2)O)C(C)CC4CCC(C(C4)OC)OCCO)C)C)O)OC)C)C)C)OC. Drug 2: CC12CCC3C(C1CCC2O)C(CC4=C3C=CC(=C4)O)CCCCCCCCCS(=O)CCCC(C(F)(F)F)(F)F. Cell line: HS 578T. Synergy scores: CSS=25.7, Synergy_ZIP=12.2, Synergy_Bliss=14.4, Synergy_Loewe=11.3, Synergy_HSA=13.4. (5) Drug 1: CCCCC(=O)OCC(=O)C1(CC(C2=C(C1)C(=C3C(=C2O)C(=O)C4=C(C3=O)C=CC=C4OC)O)OC5CC(C(C(O5)C)O)NC(=O)C(F)(F)F)O. Drug 2: C1CNP(=O)(OC1)N(CCCl)CCCl. Cell line: T-47D. Synergy scores: CSS=22.1, Synergy_ZIP=-2.72, Synergy_Bliss=-6.64, Synergy_Loewe=-40.7, Synergy_HSA=-7.08. (6) Drug 1: CC1=C(C(=CC=C1)Cl)NC(=O)C2=CN=C(S2)NC3=CC(=NC(=N3)C)N4CCN(CC4)CCO. Drug 2: C(CN)CNCCSP(=O)(O)O. Cell line: SF-539. Synergy scores: CSS=3.98, Synergy_ZIP=-1.34, Synergy_Bliss=0.785, Synergy_Loewe=-5.37, Synergy_HSA=-0.414. (7) Drug 1: COC1=C(C=C2C(=C1)N=CN=C2NC3=CC(=C(C=C3)F)Cl)OCCCN4CCOCC4. Drug 2: CC1=C(C(=O)C2=C(C1=O)N3CC4C(C3(C2COC(=O)N)OC)N4)N. Cell line: SF-295. Synergy scores: CSS=54.1, Synergy_ZIP=0.114, Synergy_Bliss=0.814, Synergy_Loewe=-23.8, Synergy_HSA=2.79. (8) Drug 1: CC12CCC3C(C1CCC2=O)CC(=C)C4=CC(=O)C=CC34C. Drug 2: CC1=C(C(CCC1)(C)C)C=CC(=CC=CC(=CC(=O)O)C)C. Cell line: UO-31. Synergy scores: CSS=39.3, Synergy_ZIP=-2.82, Synergy_Bliss=0.336, Synergy_Loewe=1.68, Synergy_HSA=0.980.